From a dataset of Full USPTO retrosynthesis dataset with 1.9M reactions from patents (1976-2016). Predict the reactants needed to synthesize the given product. (1) The reactants are: CN(C)C=O.Br[C:7]1[CH:8]=[N:9][C:10]([Cl:13])=[N:11][CH:12]=1.[CH3:14][O:15][C:16]([C:18]1[CH:19]=[C:20](B(O)O)[CH:21]=[CH:22][CH:23]=1)=[O:17].C(=O)([O-])[O-].[Na+].[Na+]. Given the product [Cl:13][C:10]1[N:9]=[CH:8][C:7]([C:22]2[CH:23]=[C:18]([CH:19]=[CH:20][CH:21]=2)[C:16]([O:15][CH3:14])=[O:17])=[CH:12][N:11]=1, predict the reactants needed to synthesize it. (2) Given the product [OH:6][CH2:7][C:8]1[N:9]=[C:10]([C:13]([OH:15])=[O:14])[S:11][CH:12]=1, predict the reactants needed to synthesize it. The reactants are: [OH-].[Na+].C([O:6][CH2:7][C:8]1[N:9]=[C:10]([C:13]([O:15]CC)=[O:14])[S:11][CH:12]=1)(=O)C. (3) Given the product [CH3:17][O:16][C:14]([C:8]1([CH2:7][C:6]([OH:18])=[O:5])[CH2:9][CH2:10][O:11][CH2:12][CH2:13]1)=[O:15], predict the reactants needed to synthesize it. The reactants are: C([O:5][C:6](=[O:18])[CH2:7][C:8]1([C:14]([O:16][CH3:17])=[O:15])[CH2:13][CH2:12][O:11][CH2:10][CH2:9]1)(C)(C)C.FC(F)(F)C(O)=O. (4) Given the product [CH2:59]([O:58][C:32]1[CH:31]=[C:30]([C:27]2[CH:28]=[CH:29][C:24]([C@@H:6]3[O:7][C@H:8]([CH2:19][OH:20])[C@@H:9]([OH:15])[C@H:10]([OH:11])[C@H:5]3[OH:4])=[CH:25][CH:26]=2)[CH:35]=[CH:34][C:33]=1[C@@H:36]1[C@@H:39]([CH2:40][CH2:41][C@@H:42]([C:44]2[CH:45]=[CH:46][C:47]([F:50])=[CH:48][CH:49]=2)[OH:43])[C:38](=[O:51])[N:37]1[C:52]1[CH:57]=[CH:56][CH:55]=[CH:54][CH:53]=1)[C:60]1[CH:65]=[CH:64][CH:63]=[CH:62][CH:61]=1, predict the reactants needed to synthesize it. The reactants are: C([O:4][C@@H:5]1[C@@H:10]([O:11]C(=O)C)[C@H:9]([O:15]C(=O)C)[C@@H:8]([CH2:19][O:20]C(=O)C)[O:7][C@H:6]1[C:24]1[CH:29]=[CH:28][C:27]([C:30]2[CH:35]=[CH:34][C:33]([C@@H:36]3[C@@H:39]([CH2:40][CH2:41][C@@H:42]([C:44]4[CH:49]=[CH:48][C:47]([F:50])=[CH:46][CH:45]=4)[OH:43])[C:38](=[O:51])[N:37]3[C:52]3[CH:57]=[CH:56][CH:55]=[CH:54][CH:53]=3)=[C:32]([O:58][CH2:59][C:60]3[CH:65]=[CH:64][CH:63]=[CH:62][CH:61]=3)[CH:31]=2)=[CH:26][CH:25]=1)(=O)C.[F-].[K+].O.C(OCC)(=O)C. (5) Given the product [F:39][C:3]([F:2])([F:38])[C:4]1[CH:5]=[C:6]([C@H:14]([O:16][C@H:17]2[CH2:22][CH2:21][N:20]([C:23]([C@H:25]3[CH2:26][CH2:27][C@H:28]([NH:31][C:42](=[O:43])[N:41]([CH3:45])[CH3:40])[CH2:29][CH2:30]3)=[O:24])[CH2:19][C@H:18]2[C:32]2[CH:33]=[CH:34][CH:35]=[CH:36][CH:37]=2)[CH3:15])[CH:7]=[C:8]([C:10]([F:12])([F:11])[F:13])[CH:9]=1, predict the reactants needed to synthesize it. The reactants are: Cl.[F:2][C:3]([F:39])([F:38])[C:4]1[CH:5]=[C:6]([C@H:14]([O:16][C@H:17]2[CH2:22][CH2:21][N:20]([C:23]([C@H:25]3[CH2:30][CH2:29][C@H:28]([NH2:31])[CH2:27][CH2:26]3)=[O:24])[CH2:19][C@H:18]2[C:32]2[CH:37]=[CH:36][CH:35]=[CH:34][CH:33]=2)[CH3:15])[CH:7]=[C:8]([C:10]([F:13])([F:12])[F:11])[CH:9]=1.[CH3:40][N:41]([CH3:45])[C:42](Cl)=[O:43]. (6) Given the product [CH3:22][C:2]([CH3:1])([CH3:23])[CH2:3][N:4]1[C:12]2[C:7](=[N:8][C:9]([C@H:13]([CH2:14][CH2:15][OH:16])[CH3:19])=[CH:10][CH:11]=2)[N:6]([CH3:20])[C:5]1=[O:21], predict the reactants needed to synthesize it. The reactants are: [CH3:1][C:2]([CH3:23])([CH3:22])[CH2:3][N:4]1[C:12]2[C:7](=[N:8][C:9]([C@@H:13]([CH3:19])[CH2:14][C:15](OC)=[O:16])=[CH:10][CH:11]=2)[N:6]([CH3:20])[C:5]1=[O:21].CC(C[AlH]CC(C)C)C.C1COCC1.CCCCCCC. (7) Given the product [I:8][C:5]1[CH:6]=[CH:7][C:2]([CH:23]2[CH2:24][CH2:25][CH2:26][C:21](=[O:27])[CH2:22]2)=[CH:3][CH:4]=1, predict the reactants needed to synthesize it. The reactants are: I[C:2]1[CH:7]=[CH:6][C:5]([I:8])=[CH:4][CH:3]=1.C([Mg]Cl)(C)C.[Li+].[Cl-].C[Si](Cl)(C)C.[C:21]1(=[O:27])[CH2:26][CH2:25][CH2:24][CH:23]=[CH:22]1.